The task is: Predict the product of the given reaction.. This data is from Forward reaction prediction with 1.9M reactions from USPTO patents (1976-2016). (1) The product is: [N+:36]([C:33]1[CH:34]=[CH:35][C:30]([CH2:29][O:28][C:26]([NH:25][CH2:2][CH2:1][S:4][C:5]2[N:6]=[CH:7][N:8]3[CH:12]=[CH:11][S:10][C:9]=23)=[O:27])=[CH:31][CH:32]=1)([O-:38])=[O:37]. Given the reactants [C:1]([S:4][C:5]1[N:6]=[CH:7][N:8]2[CH:12]=[CH:11][S:10][C:9]=12)(=O)[CH3:2].C[O-].[Na+].CO.CS(OCC[NH:25][C:26]([O:28][CH2:29][C:30]1[CH:35]=[CH:34][C:33]([N+:36]([O-:38])=[O:37])=[CH:32][CH:31]=1)=[O:27])(=O)=O.[Cl-].[NH4+], predict the reaction product. (2) Given the reactants I[C:2]1[C:3]2[O:16][CH2:15][CH2:14][CH2:13][C:12](=[O:17])[C:4]=2[CH:5]=[C:6]2[C:10]=1[N:9]([CH3:11])[CH:8]=[CH:7]2, predict the reaction product. The product is: [CH3:11][N:9]1[C:10]2[C:6](=[CH:5][C:4]3[C:12](=[O:17])[CH2:13][CH2:14][CH2:15][O:16][C:3]=3[CH:2]=2)[CH:7]=[CH:8]1. (3) Given the reactants [C:1]1([C:7]2[S:11][N:10]=[C:9]([C:12](OCC)=[O:13])[N:8]=2)[CH:6]=[CH:5][CH:4]=[CH:3][CH:2]=1.C(O)C.[BH4-].[Na+].Cl, predict the reaction product. The product is: [C:1]1([C:7]2[S:11][N:10]=[C:9]([CH2:12][OH:13])[N:8]=2)[CH:2]=[CH:3][CH:4]=[CH:5][CH:6]=1. (4) Given the reactants [Cl:1][C:2]1[CH:7]=[CH:6][C:5]([C:8]2[N:13]=[C:12]([C:14]([OH:16])=O)[CH:11]=[N:10][C:9]=2[O:17][C@@H:18]([CH3:23])[C:19]([F:22])([F:21])[F:20])=[CH:4][CH:3]=1.C(N(C(C)C)C(C)C)C.Cl.[CH3:34][O:35]/[N:36]=[C:37](\[CH:40]1[CH2:42][CH2:41]1)/[CH2:38][NH2:39], predict the reaction product. The product is: [Cl:1][C:2]1[CH:7]=[CH:6][C:5]([C:8]2[N:13]=[C:12]([C:14]([NH:39][CH2:38]/[C:37](/[CH:40]3[CH2:42][CH2:41]3)=[N:36]/[O:35][CH3:34])=[O:16])[CH:11]=[N:10][C:9]=2[O:17][C@@H:18]([CH3:23])[C:19]([F:22])([F:20])[F:21])=[CH:4][CH:3]=1. (5) Given the reactants CC(OI1(OC(C)=O)(OC(C)=O)OC(=O)C2C1=CC=CC=2)=O.[NH:23]1[C:31]2[C:26](=[C:27]([CH2:32][OH:33])[CH:28]=[CH:29][CH:30]=2)[CH:25]=[CH:24]1.[OH-].[Na+].CCOCC, predict the reaction product. The product is: [NH:23]1[C:31]2[CH:30]=[CH:29][CH:28]=[C:27]([CH:32]=[O:33])[C:26]=2[CH:25]=[CH:24]1. (6) Given the reactants [NH:1]1[C:9]2[C:4](=[CH:5][C:6]([NH:10][C:11]3[C:12]4[C:19]5[CH2:20][CH2:21][CH:22]([C:24]([OH:26])=O)[CH2:23][C:18]=5[S:17][C:13]=4[N:14]=[CH:15][N:16]=3)=[CH:7][CH:8]=2)[CH:3]=[N:2]1.[NH2:27][C:28]1[CH:29]=[C:30]([CH:33]=[CH:34][CH:35]=1)[C:31]#[N:32], predict the reaction product. The product is: [C:31]([C:30]1[CH:29]=[C:28]([NH:27][C:24]([CH:22]2[CH2:21][CH2:20][C:19]3[C:12]4[C:11]([NH:10][C:6]5[CH:5]=[C:4]6[C:9](=[CH:8][CH:7]=5)[NH:1][N:2]=[CH:3]6)=[N:16][CH:15]=[N:14][C:13]=4[S:17][C:18]=3[CH2:23]2)=[O:26])[CH:35]=[CH:34][CH:33]=1)#[N:32]. (7) Given the reactants Cl[C:2]1[C:11]2[C:6](=[C:7]([C:12]([NH:14][C:15]3[C:20]([Cl:21])=[CH:19][CH:18]=[C:17]([NH:22][S:23]([CH2:26][CH2:27][CH3:28])(=[O:25])=[O:24])[C:16]=3[Cl:29])=[O:13])[CH:8]=[CH:9][CH:10]=2)[N:5]=[CH:4][N:3]=1.[NH3:30], predict the reaction product. The product is: [Cl:29][C:16]1[C:17]([NH:22][S:23]([CH2:26][CH2:27][CH3:28])(=[O:25])=[O:24])=[CH:18][CH:19]=[C:20]([Cl:21])[C:15]=1[NH:14][C:12]([C:7]1[CH:8]=[CH:9][CH:10]=[C:11]2[C:6]=1[N:5]=[CH:4][N:3]=[C:2]2[NH2:30])=[O:13].